The task is: Predict the product of the given reaction.. This data is from Forward reaction prediction with 1.9M reactions from USPTO patents (1976-2016). (1) Given the reactants [Cl:1][C:2]1[CH:3]=[C:4]([CH:6]=[CH:7][C:8]=1[CH3:9])[NH2:5].[Cl:10][CH2:11][CH2:12][CH2:13]I.C(=O)([O-])[O-].[Cs+].[Cs+].CN(C=O)C, predict the reaction product. The product is: [Cl:1][C:2]1[CH:3]=[C:4]([CH:6]=[CH:7][C:8]=1[CH3:9])[NH:5][CH2:13][CH2:12][CH2:11][Cl:10]. (2) Given the reactants [Cl:1][C:2]1[CH:3]=[C:4]([NH:9][C:10]2[C:15]3[C:16]4[CH2:22][CH2:21][CH2:20][NH:19][CH2:18][C:17]=4[S:23][C:14]=3[N:13]=[CH:12][N:11]=2)[CH:5]=[CH:6][C:7]=1[Cl:8].Cl.[CH3:25][N:26]([CH:33]([CH3:35])[CH3:34])[CH2:27]/[CH:28]=[CH:29]/[C:30](O)=[O:31], predict the reaction product. The product is: [Cl:1][C:2]1[CH:3]=[C:4]([NH:9][C:10]2[C:15]3[C:16]4[CH2:22][CH2:21][CH2:20][N:19]([C:30](=[O:31])/[CH:29]=[CH:28]/[CH2:27][N:26]([CH3:25])[CH:33]([CH3:35])[CH3:34])[CH2:18][C:17]=4[S:23][C:14]=3[N:13]=[CH:12][N:11]=2)[CH:5]=[CH:6][C:7]=1[Cl:8]. (3) Given the reactants Cl[C:2]1[CH:10]=[C:9]2[C:5]([CH2:6][C:7](=[O:11])[NH:8]2)=[CH:4][CH:3]=1.CC1(C)C(C)(C)CB([C:20]2[CH:21]=[N:22][CH:23]=[CH:24][CH:25]=2)C1.[O-]P([O-])([O-])=O.[K+].[K+].[K+].O, predict the reaction product. The product is: [N:22]1[CH:23]=[CH:24][CH:25]=[C:20]([C:2]2[CH:10]=[C:9]3[C:5]([CH2:6][C:7](=[O:11])[NH:8]3)=[CH:4][CH:3]=2)[CH:21]=1. (4) Given the reactants [N:1]1([C:8]([O:10][CH2:11][C:12]2[CH:17]=[CH:16][CH:15]=[CH:14][CH:13]=2)=[O:9])[CH2:7][CH2:6][CH2:5][NH:4][CH2:3][CH2:2]1.CCN(C(C)C)C(C)C.Br[CH2:28][CH2:29][C:30]([O:32][CH2:33][CH3:34])=[O:31].CN(C=[O:39])C, predict the reaction product. The product is: [CH2:33]([O:32][C:30](=[O:31])[CH2:29][C:28]([N:4]1[CH2:5][CH2:6][CH2:7][N:1]([C:8]([O:10][CH2:11][C:12]2[CH:17]=[CH:16][CH:15]=[CH:14][CH:13]=2)=[O:9])[CH2:2][CH2:3]1)=[O:39])[CH3:34].